From a dataset of Reaction yield outcomes from USPTO patents with 853,638 reactions. Predict the reaction yield, written as a fraction of the theoretical maximum amount of product (1.0 means a 100% yield; for example, 0.34 means a 34% yield). (1) The reactants are [F:1][CH2:2][CH2:3][O:4][C:5]1[CH:10]=[CH:9][C:8]([C:11]2[O:12][C:13]3[C:18]([C:19](=[O:25])[C:20]=2[O:21]COC)=[CH:17][CH:16]=[C:15]([O:26]COC)[CH:14]=3)=[CH:7][C:6]=1[O:30]COC.Cl. The catalyst is O1CCOCC1. The product is [F:1][CH2:2][CH2:3][O:4][C:5]1[CH:10]=[CH:9][C:8]([C:11]2[O:12][C:13]3[C:18]([C:19](=[O:25])[C:20]=2[OH:21])=[CH:17][CH:16]=[C:15]([OH:26])[CH:14]=3)=[CH:7][C:6]=1[OH:30]. The yield is 0.810. (2) The reactants are C([O:8][C:9]1[CH:14]=[CH:13][CH:12]=[CH:11][C:10]=1[NH:15][C:16](=[O:24])[C:17]1[CH:22]=[CH:21][N:20]=[CH:19][C:18]=1[F:23])C1C=CC=CC=1. The catalyst is Br.C(O)(=O)C.O.C(=O)(O)[O-].[Na+]. The product is [F:23][C:18]1[CH:19]=[N:20][CH:21]=[CH:22][C:17]=1[C:16]([NH:15][C:10]1[CH:11]=[CH:12][CH:13]=[CH:14][C:9]=1[OH:8])=[O:24]. The yield is 0.840.